From a dataset of Full USPTO retrosynthesis dataset with 1.9M reactions from patents (1976-2016). Predict the reactants needed to synthesize the given product. (1) The reactants are: [O:1]1[CH2:3][C@H:2]1[C:4]1[CH:5]=[CH:6][C:7]2[N:8]([N:10]=[N:11][N:12]=2)[CH:9]=1.CO.[NH4+:15]. Given the product [NH2:15][CH2:3][C@@H:2]([C:4]1[CH:5]=[CH:6][C:7]2[N:8]([N:10]=[N:11][N:12]=2)[CH:9]=1)[OH:1], predict the reactants needed to synthesize it. (2) The reactants are: [Cl:1][C:2]1[CH:3]=[C:4]([C:10]2([C:27]([F:30])([F:29])[F:28])[O:14][N:13]=[C:12]([C:15]3[N:16]4[C:20]([C:21]([C:24](O)=[O:25])=[CH:22][CH:23]=3)=[CH:19][CH:18]=[CH:17]4)[CH2:11]2)[CH:5]=[C:6]([Cl:9])[C:7]=1[Cl:8].CCN(C(C)C)C(C)C.CN(C(ON1N=NC2C=CC=NC1=2)=[N+](C)C)C.F[P-](F)(F)(F)(F)F.Cl.[NH2:65][CH2:66][C:67]1[CH:68]=[CH:69][C:70]2[C:74]3([CH2:78][CH2:77][CH2:76][CH2:75]3)[O:73][B:72]([OH:79])[C:71]=2[CH:80]=1. Given the product [OH:79][B:72]1[C:71]2[CH:80]=[C:67]([CH2:66][NH:65][C:24]([C:21]3[C:20]4[N:16]([CH:17]=[CH:18][CH:19]=4)[C:15]([C:12]4[CH2:11][C:10]([C:4]5[CH:3]=[C:2]([Cl:1])[C:7]([Cl:8])=[C:6]([Cl:9])[CH:5]=5)([C:27]([F:28])([F:29])[F:30])[O:14][N:13]=4)=[CH:23][CH:22]=3)=[O:25])[CH:68]=[CH:69][C:70]=2[C:74]2([CH2:75][CH2:76][CH2:77][CH2:78]2)[O:73]1, predict the reactants needed to synthesize it. (3) Given the product [F:19][C:20]1[CH:30]=[C:29]([N+:31]([O-:33])=[O:32])[CH:28]=[CH:27][C:21]=1[O:22][CH2:23][CH:24]([OH:25])[CH2:26][N:2]([CH3:1])[C:3]1[CH:8]=[CH:7][C:6]([C:9]2[CH:14]=[CH:13][CH:12]=[CH:11][C:10]=2[C:15]([F:16])([F:17])[F:18])=[CH:5][CH:4]=1, predict the reactants needed to synthesize it. The reactants are: [CH3:1][NH:2][C:3]1[CH:8]=[CH:7][C:6]([C:9]2[CH:14]=[CH:13][CH:12]=[CH:11][C:10]=2[C:15]([F:18])([F:17])[F:16])=[CH:5][CH:4]=1.[F:19][C:20]1[CH:30]=[C:29]([N+:31]([O-:33])=[O:32])[CH:28]=[CH:27][C:21]=1[O:22][CH2:23][CH:24]1[CH2:26][O:25]1. (4) Given the product [CH:19]1([C:17]([NH:16][C:14]2[N:15]=[C:10]3[CH:9]=[CH:8][C:7]([O:6][C:5]4[CH:22]=[CH:23][C:2]([NH:1][C:39]([C:34]5[C:33](=[O:42])[N:32]([C:29]6[CH:28]=[CH:27][C:26]([F:25])=[CH:31][CH:30]=6)[CH:37]=[C:36]([CH3:38])[CH:35]=5)=[O:40])=[CH:3][C:4]=4[F:24])=[CH:12][N:11]3[CH:13]=2)=[O:18])[CH2:21][CH2:20]1, predict the reactants needed to synthesize it. The reactants are: [NH2:1][C:2]1[CH:23]=[CH:22][C:5]([O:6][C:7]2[CH:8]=[CH:9][C:10]3[N:11]([CH:13]=[C:14]([NH:16][C:17]([CH:19]4[CH2:21][CH2:20]4)=[O:18])[N:15]=3)[CH:12]=2)=[C:4]([F:24])[CH:3]=1.[F:25][C:26]1[CH:31]=[CH:30][C:29]([N:32]2[CH:37]=[C:36]([CH3:38])[CH:35]=[C:34]([C:39](O)=[O:40])[C:33]2=[O:42])=[CH:28][CH:27]=1.C(N(CC)C(C)C)(C)C.CN(C(ON1N=NC2C=CC=NC1=2)=[N+](C)C)C.F[P-](F)(F)(F)(F)F.C(=O)([O-])O.[Na+]. (5) Given the product [CH3:1][C:2]1[O:8][N:9]=[C:10]([C:12]2[CH:17]=[CH:16][C:15]([C:18]3([C:25]4[CH:30]=[CH:29][C:28]([O:31][CH2:32][C:33]5[CH:38]=[CH:37][CH:36]=[CH:35][N:34]=5)=[CH:27][CH:26]=4)[CH2:23][CH:22]4[CH2:24][CH:19]3[CH2:20][CH2:21]4)=[CH:14][CH:13]=2)[N:11]=1, predict the reactants needed to synthesize it. The reactants are: [C:1](OC(=O)C)(=O)[CH3:2].[OH:8][N:9]=[C:10]([C:12]1[CH:17]=[CH:16][C:15]([C:18]2([C:25]3[CH:30]=[CH:29][C:28]([O:31][CH2:32][C:33]4[CH:38]=[CH:37][CH:36]=[CH:35][N:34]=4)=[CH:27][CH:26]=3)[CH2:23][CH:22]3[CH2:24][CH:19]2[CH2:20][CH2:21]3)=[CH:14][CH:13]=1)[NH2:11]. (6) Given the product [Na+:17].[CH3:15][C:12]1[CH:13]=[CH:14][C:8]2[O:7][C:6]([C:4]([O-:5])=[O:3])=[N:10][C:9]=2[CH:11]=1, predict the reactants needed to synthesize it. The reactants are: C([O:3][C:4]([C:6]1[O:7][C:8]2[CH:14]=[CH:13][C:12]([CH3:15])=[CH:11][C:9]=2[N:10]=1)=[O:5])C.[OH-].[Na+:17]. (7) Given the product [Br:23][C:17]1[CH:18]=[CH:19][N:14]2[N:13]=[CH:12][C:11]([C:5]3[CH:4]=[C:3]([O:2][CH3:1])[CH:8]=[C:7]([O:9][CH3:10])[CH:6]=3)=[C:15]2[N:16]=1, predict the reactants needed to synthesize it. The reactants are: [CH3:1][O:2][C:3]1[CH:4]=[C:5]([C:11]2[CH:12]=[N:13][N:14]3[CH:19]=[CH:18][C:17](=O)[NH:16][C:15]=23)[CH:6]=[C:7]([O:9][CH3:10])[CH:8]=1.P(Br)(Br)([Br:23])=O.C([O-])(O)=O.[Na+]. (8) Given the product [NH2:1][C:2]1[C:10]([Cl:11])=[CH:9][C:5]([C:6]([NH:37][C@@H:38]2[CH2:43][CH2:42][N:41]([C:44]([O:46][C:47]([CH3:49])([CH3:48])[CH3:50])=[O:45])[CH2:40][C@H:39]2[F:51])=[O:8])=[C:4]([O:12][CH3:13])[CH:3]=1, predict the reactants needed to synthesize it. The reactants are: [NH2:1][C:2]1[C:10]([Cl:11])=[CH:9][C:5]([C:6]([OH:8])=O)=[C:4]([O:12][CH3:13])[CH:3]=1.C(N(CC)CC)C.ClC(OCC)=O.OC1C2N=NNC=2C=CC=1.[NH2:37][C@@H:38]1[CH2:43][CH2:42][N:41]([C:44]([O:46][C:47]([CH3:50])([CH3:49])[CH3:48])=[O:45])[CH2:40][C@H:39]1[F:51]. (9) Given the product [F:1][C:2]1[CH:7]=[CH:6][C:5]([CH:8]([C:10]2[NH:35][C:12](/[CH:15]=[CH:16]/[C:17]3[CH:22]=[CH:21][C:20]([N:23]4[CH:27]=[C:26]([CH3:28])[N:25]=[CH:24]4)=[C:19]([O:29][CH3:30])[CH:18]=3)=[N:13][N:14]=2)[CH3:9])=[CH:4][CH:3]=1, predict the reactants needed to synthesize it. The reactants are: [F:1][C:2]1[CH:7]=[CH:6][C:5]([CH:8]([C:10]2O[C:12](/[CH:15]=[CH:16]/[C:17]3[CH:22]=[CH:21][C:20]([N:23]4[CH:27]=[C:26]([CH3:28])[N:25]=[CH:24]4)=[C:19]([O:29][CH3:30])[CH:18]=3)=[N:13][N:14]=2)[CH3:9])=[CH:4][CH:3]=1.C([O-])(=O)C.[NH4+:35].